Dataset: Reaction yield outcomes from USPTO patents with 853,638 reactions. Task: Predict the reaction yield, written as a fraction of the theoretical maximum amount of product (1.0 means a 100% yield; for example, 0.34 means a 34% yield). (1) The reactants are [C:1]([O:5][C:6]([NH:8][CH2:9][C:10]1[CH:15]=[CH:14][C:13]([CH:16](O)[CH2:17][C:18]([O:20][CH2:21][CH3:22])=[O:19])=[CH:12][CH:11]=1)=[O:7])([CH3:4])([CH3:3])[CH3:2].C(N(CC)CC)C.CS(Cl)(=O)=O.C1CCN2C(=NCCC2)CC1. The catalyst is C(OCC)(=O)C. The product is [C:1]([O:5][C:6]([NH:8][CH2:9][C:10]1[CH:11]=[CH:12][C:13]([CH:16]=[CH:17][C:18]([O:20][CH2:21][CH3:22])=[O:19])=[CH:14][CH:15]=1)=[O:7])([CH3:4])([CH3:3])[CH3:2]. The yield is 0.790. (2) The reactants are [Cl:1][C:2]1[CH:3]=[C:4]([NH:9][CH2:10][CH2:11][C:12]2[CH:17]=[CH:16][CH:15]=[C:14]([O:18][CH2:19][C:20]3[CH:25]=[CH:24][CH:23]=[CH:22][CH:21]=3)[CH:13]=2)[CH:5]=[CH:6][C:7]=1[Cl:8].[OH:26][C:27]1[CH:32]=[CH:31][C:30]([CH2:33][C:34](O)=[O:35])=[CH:29][CH:28]=1.P(Cl)(Cl)Cl. The catalyst is ClC1C=CC=CC=1. The product is [Cl:1][C:2]1[CH:3]=[C:4]([N:9]([CH2:10][CH2:11][C:12]2[CH:17]=[CH:16][CH:15]=[C:14]([O:18][CH2:19][C:20]3[CH:21]=[CH:22][CH:23]=[CH:24][CH:25]=3)[CH:13]=2)[C:34](=[O:35])[CH2:33][C:30]2[CH:31]=[CH:32][C:27]([OH:26])=[CH:28][CH:29]=2)[CH:5]=[CH:6][C:7]=1[Cl:8]. The yield is 0.990. (3) The reactants are [NH2:1][CH2:2][C:3]1[CH:8]=[CH:7][CH:6]=[CH:5][N:4]=1.Cl[S:10]([C:13]1[CH:14]=[C:15]([CH:19]=[CH:20][CH:21]=1)[C:16]([OH:18])=[O:17])(=[O:12])=[O:11]. The catalyst is C(Cl)Cl. The product is [N:4]1[CH:5]=[CH:6][CH:7]=[CH:8][C:3]=1[CH2:2][NH:1][S:10]([C:13]1[CH:14]=[C:15]([CH:19]=[CH:20][CH:21]=1)[C:16]([OH:18])=[O:17])(=[O:12])=[O:11]. The yield is 0.890. (4) The reactants are [Cl:1][C:2]1[CH:10]=[C:9]([C:11]([OH:13])=[O:12])[C:8]([Cl:14])=[CH:7][C:3]=1[C:4]([OH:6])=[O:5].[CH2:15](Br)[C:16]1[CH:21]=[CH:20][CH:19]=[CH:18][CH:17]=1.C(=O)([O-])[O-].[K+].[K+]. The catalyst is CN(C)C=O.C(OCC)(=O)C. The product is [CH2:15]([O:12][C:11](=[O:13])[C:9]1[CH:10]=[C:2]([Cl:1])[C:3]([C:4]([O:6][CH2:4][C:3]2[CH:7]=[CH:8][CH:9]=[CH:10][CH:2]=2)=[O:5])=[CH:7][C:8]=1[Cl:14])[C:16]1[CH:21]=[CH:20][CH:19]=[CH:18][CH:17]=1. The yield is 0.750.